Dataset: Catalyst prediction with 721,799 reactions and 888 catalyst types from USPTO. Task: Predict which catalyst facilitates the given reaction. (1) Reactant: [F:1][C:2]1[CH:3]=[C:4]([CH2:9][C@@H:10]([C:26]2[C:31]([C:32]3[CH:33]=[CH:34][C:35]([F:41])=[C:36]([CH:40]=3)[C:37]([NH2:39])=[O:38])=[CH:30][CH:29]=[CH:28][N:27]=2)[NH:11][C:12](=[O:25])[CH2:13][N:14]2[CH:18]=[C:17]([C:19]#[CH:20])[C:16]([C:21]([F:24])([F:23])[F:22])=[N:15]2)[CH:5]=[C:6]([F:8])[CH:7]=1. Product: [F:8][C:6]1[CH:5]=[C:4]([CH2:9][C@@H:10]([C:26]2[C:31]([C:32]3[CH:33]=[CH:34][C:35]([F:41])=[C:36]([CH:40]=3)[C:37]([NH2:39])=[O:38])=[CH:30][CH:29]=[CH:28][N:27]=2)[NH:11][C:12](=[O:25])[CH2:13][N:14]2[CH:18]=[C:17]([CH:19]=[CH2:20])[C:16]([C:21]([F:22])([F:23])[F:24])=[N:15]2)[CH:3]=[C:2]([F:1])[CH:7]=1. The catalyst class is: 25. (2) Reactant: Br[C:2]1[N:3]([C:7]2[N:16]=[CH:15][C:14]3[N:13]4[CH:17]=[N:18][N:19]=[C:12]4[C@@H:11]([CH2:20][CH3:21])[N:10]([CH:22]4[CH2:26][CH2:25][CH2:24][CH2:23]4)[C:9]=3[N:8]=2)[CH:4]=[CH:5][N:6]=1.[O:27]1[CH2:31][CH2:30][NH:29][C:28]1=[O:32].CN[C@@H]1CCCC[C@H]1NC.C([O-])([O-])=O.[K+].[K+]. Product: [CH:22]1([N:10]2[C:9]3[N:8]=[C:7]([N:3]4[CH:4]=[CH:5][N:6]=[C:2]4[N:29]4[CH2:30][CH2:31][O:27][C:28]4=[O:32])[N:16]=[CH:15][C:14]=3[N:13]3[CH:17]=[N:18][N:19]=[C:12]3[C@H:11]2[CH2:20][CH3:21])[CH2:26][CH2:25][CH2:24][CH2:23]1. The catalyst class is: 185. (3) Reactant: [NH2:1][C:2]1[C:3]2[C:10]([C:11]3[CH:16]=[CH:15][C:14]([O:17][C:18]4[CH:23]=[CH:22][CH:21]=[CH:20][CH:19]=4)=[CH:13][CH:12]=3)=[CH:9][N:8]([CH:24]3[CH2:29][CH2:28][CH:27]([CH2:30][C:31](O)=[O:32])[CH2:26][CH2:25]3)[C:4]=2[N:5]=[CH:6][N:7]=1.[H-].[Al+3].[Li+].[H-].[H-].[H-].O.[OH-].[Na+]. Product: [NH2:1][C:2]1[C:3]2[C:10]([C:11]3[CH:12]=[CH:13][C:14]([O:17][C:18]4[CH:23]=[CH:22][CH:21]=[CH:20][CH:19]=4)=[CH:15][CH:16]=3)=[CH:9][N:8]([CH:24]3[CH2:25][CH2:26][CH:27]([CH2:30][CH2:31][OH:32])[CH2:28][CH2:29]3)[C:4]=2[N:5]=[CH:6][N:7]=1. The catalyst class is: 7. (4) Reactant: [NH2:1][C:2]1[CH:7]=[CH:6][C:5]([Cl:8])=[CH:4][C:3]=1[C:9]([C:11]1[CH:16]=[CH:15][CH:14]=[C:13]([O:17][CH3:18])[C:12]=1[O:19][CH3:20])=[O:10].CO[CH:23]1[CH2:27][CH2:26][CH:25](OC)O1. Product: [Cl:8][C:5]1[CH:6]=[CH:7][C:2]([N:1]2[CH:23]=[CH:27][CH:26]=[CH:25]2)=[C:3]([C:9]([C:11]2[CH:16]=[CH:15][CH:14]=[C:13]([O:17][CH3:18])[C:12]=2[O:19][CH3:20])=[O:10])[CH:4]=1. The catalyst class is: 15. (5) Reactant: [F:1][C:2]([F:43])([F:42])[C:3]1[CH:4]=[C:5]([CH:39]=[CH:40][CH:41]=1)[CH2:6][NH:7][C:8](=[O:38])[C:9]1[CH:14]=[CH:13][N:12]=[C:11]([C:15]2[CH:20]=[C:19]([N:21]3[CH2:26][CH2:25][CH2:24][CH2:23][CH2:22]3)[CH:18]=[CH:17][C:16]=2[NH:27][C:28](=[O:37])[C:29]2[CH:34]=[CH:33][CH:32]=[C:31]([CH2:35]Br)[CH:30]=2)[CH:10]=1.[NH:44]1[CH2:49][CH2:48][CH:47]([NH:50][C:51](=[O:53])[CH3:52])[CH2:46][CH2:45]1.[I-].[K+].C(=O)([O-])[O-].[K+].[K+]. Product: [C:51]([NH:50][CH:47]1[CH2:48][CH2:49][N:44]([CH2:35][C:31]2[CH:30]=[C:29]([CH:34]=[CH:33][CH:32]=2)[C:28]([NH:27][C:16]2[CH:17]=[CH:18][C:19]([N:21]3[CH2:26][CH2:25][CH2:24][CH2:23][CH2:22]3)=[CH:20][C:15]=2[C:11]2[CH:10]=[C:9]([CH:14]=[CH:13][N:12]=2)[C:8]([NH:7][CH2:6][C:5]2[CH:39]=[CH:40][CH:41]=[C:3]([C:2]([F:43])([F:42])[F:1])[CH:4]=2)=[O:38])=[O:37])[CH2:45][CH2:46]1)(=[O:53])[CH3:52]. The catalyst class is: 35. (6) Reactant: [CH2:1]([NH:3][CH2:4][CH2:5][NH:6][CH2:7][CH3:8])[CH3:2].[C:9](Cl)([C:22]1[CH:27]=[CH:26][CH:25]=[CH:24][CH:23]=1)([C:16]1[CH:21]=[CH:20][CH:19]=[CH:18][CH:17]=1)[C:10]1[CH:15]=[CH:14][CH:13]=[CH:12][CH:11]=1. Product: [C:9]([N:3]([CH2:1][CH3:2])[CH2:4][CH2:5][NH:6][CH2:7][CH3:8])([C:22]1[CH:27]=[CH:26][CH:25]=[CH:24][CH:23]=1)([C:16]1[CH:21]=[CH:20][CH:19]=[CH:18][CH:17]=1)[C:10]1[CH:15]=[CH:14][CH:13]=[CH:12][CH:11]=1. The catalyst class is: 4. (7) Reactant: C(Cl)(=O)C(Cl)=O.[F:7][C:8]([F:43])([F:42])[C:9]1[CH:10]=[C:11]([C@H:19]([O:21][C@H:22]2[CH2:27][CH2:26][C@H:25]([CH2:28][OH:29])[C@@H:24]([C:30]([O:32][CH2:33][CH3:34])=[O:31])[C@@H:23]2[C:35]2[CH:40]=[CH:39][C:38]([F:41])=[CH:37][CH:36]=2)[CH3:20])[CH:12]=[C:13]([C:15]([F:18])([F:17])[F:16])[CH:14]=1.C(N(CC)CC)C. Product: [F:42][C:8]([F:7])([F:43])[C:9]1[CH:10]=[C:11]([C@H:19]([O:21][C@H:22]2[CH2:27][CH2:26][C@H:25]([CH:28]=[O:29])[C@@H:24]([C:30]([O:32][CH2:33][CH3:34])=[O:31])[C@@H:23]2[C:35]2[CH:36]=[CH:37][C:38]([F:41])=[CH:39][CH:40]=2)[CH3:20])[CH:12]=[C:13]([C:15]([F:16])([F:17])[F:18])[CH:14]=1. The catalyst class is: 4. (8) Reactant: [CH2:1]([NH2:8])[C:2]1[CH:7]=[CH:6][CH:5]=[CH:4][CH:3]=1.C(#N)C.[C:12]1([N:18]=[C:19]=[O:20])[CH:17]=[CH:16][CH:15]=[CH:14][CH:13]=1. Product: [CH2:1]([NH:8][C:19]([NH:18][C:12]1[CH:17]=[CH:16][CH:15]=[CH:14][CH:13]=1)=[O:20])[C:2]1[CH:7]=[CH:6][CH:5]=[CH:4][CH:3]=1. The catalyst class is: 6.